This data is from Peptide-MHC class I binding affinity with 185,985 pairs from IEDB/IMGT. The task is: Regression. Given a peptide amino acid sequence and an MHC pseudo amino acid sequence, predict their binding affinity value. This is MHC class I binding data. (1) The peptide sequence is AERGPGQML. The MHC is HLA-A02:03 with pseudo-sequence HLA-A02:03. The binding affinity (normalized) is 0.145. (2) The peptide sequence is IFQNFVQCPL. The MHC is H-2-Kb with pseudo-sequence H-2-Kb. The binding affinity (normalized) is 0.599. (3) The peptide sequence is QETWNRQDL. The MHC is HLA-B40:01 with pseudo-sequence HLA-B40:01. The binding affinity (normalized) is 0.604.